This data is from Full USPTO retrosynthesis dataset with 1.9M reactions from patents (1976-2016). The task is: Predict the reactants needed to synthesize the given product. (1) The reactants are: [F:1][C:2]1[CH:9]=[C:8](Br)[CH:7]=[CH:6][C:3]=1[C:4]#[N:5].C([Mg]Cl)(C)C.[Mg].ClC(C)C.CN(C)CCOCCN(C)C.C[O:33][B:34](OC)[O:35]C. Given the product [F:1][C:2]1[CH:9]=[C:8]([B:34]([OH:35])[OH:33])[CH:7]=[CH:6][C:3]=1[C:4]#[N:5], predict the reactants needed to synthesize it. (2) Given the product [Br:4][C:5]1[N:6]=[CH:7][C:8]([CH2:11][C:1]#[N:2])=[CH:9][CH:10]=1, predict the reactants needed to synthesize it. The reactants are: [C-:1]#[N:2].[K+].[Br:4][C:5]1[CH:10]=[CH:9][C:8]([CH2:11]Br)=[CH:7][N:6]=1. (3) Given the product [Cl:33][C:29]1[CH:28]=[CH:27][C:25]2[N:26]=[C:22]([NH:21][CH:4]3[CH2:3][C:2]([F:32])([F:1])[CH2:6][CH:5]3[NH:7][C:8](=[O:20])[C:9]3[CH:14]=[CH:13][CH:12]=[CH:11][C:10]=3[N:15]3[N:19]=[CH:18][CH:17]=[N:16]3)[S:23][C:24]=2[CH:30]=1, predict the reactants needed to synthesize it. The reactants are: [F:1][C:2]1([F:32])[CH2:6][CH:5]([NH:7][C:8](=[O:20])[C:9]2[CH:14]=[CH:13][CH:12]=[CH:11][C:10]=2[N:15]2[N:19]=[CH:18][CH:17]=[N:16]2)[CH:4]([NH:21][C:22]2[S:23][C:24]3[CH:30]=[C:29](F)[CH:28]=[CH:27][C:25]=3[N:26]=2)[CH2:3]1.[Cl:33]C1SC2C=C(Cl)C=CC=2N=1.Cl.NC1CC(F)(F)CC1C1C(N2N=CC=N2)=C(C=CC=1)C(N)=O. (4) Given the product [Cl:1][C:2]1[N:3]=[CH:4][C:5]2[CH:10]=[C:9]([C:11](=[O:13])[CH3:12])[N:8]([CH:14]([CH2:15][CH3:16])[CH2:17][CH3:18])[C:6]=2[N:7]=1, predict the reactants needed to synthesize it. The reactants are: [Cl:1][C:2]1[N:3]=[CH:4][C:5]2[CH:10]=[C:9]([CH:11]([OH:13])[CH3:12])[N:8]([CH:14]([CH2:17][CH3:18])[CH2:15][CH3:16])[C:6]=2[N:7]=1.CC(OI1(OC(C)=O)(OC(C)=O)OC(=O)C2C=CC=CC1=2)=O. (5) Given the product [F:1][C:2]1[CH:3]=[C:4]([C:13]2[C:21]3[C:16](=[N:17][CH:18]=[C:19]([C:22]4[CH:27]=[CH:26][CH:25]=[CH:24][CH:23]=4)[CH:20]=3)[NH:15][CH:14]=2)[CH:5]=[CH:6][C:7]=1[C:8]1[NH:9][N:10]=[N:11][N:12]=1, predict the reactants needed to synthesize it. The reactants are: [F:1][C:2]1[CH:3]=[C:4]([C:13]2[C:21]3[C:16](=[N:17][CH:18]=[C:19]([C:22]4[CH:27]=[CH:26][CH:25]=[CH:24][CH:23]=4)[CH:20]=3)[N:15](S(C3C=CC(C)=CC=3)(=O)=O)[CH:14]=2)[CH:5]=[CH:6][C:7]=1[C:8]1[NH:12][N:11]=[N:10][N:9]=1.[F-].C([N+](CCCC)(CCCC)CCCC)CCC. (6) The reactants are: [S:1]1[CH:5]=[CH:4][CH:3]=[C:2]1[S:6]([N:9]1[CH2:14][CH2:13][N:12]([C:15]2[CH:20]=[CH:19][C:18]([C@:21]([OH:27])([CH3:26])[C:22]([F:25])([F:24])[F:23])=[CH:17][CH:16]=2)[C@@H:11]([CH2:28][N:29]2[C@@H:34]3[C@H:35]([OH:37])[CH2:36][C@H:30]2[CH2:31][O:32][CH2:33]3)[CH2:10]1)(=[O:8])=[O:7].S1C=CC=C1S(N1CCN(C2C=CC([C@](O)(C)C(F)(F)F)=CC=2)[C@@H](CN2[C@H]3[C@@H](O)C[C@@H]2COC3)C1)(=O)=O.S1C=CC=C1S(N1CCN(C2C=CC([C@@](O)(C)C(F)(F)F)=CC=2)[C@@H](CN2[C@H]3[C@@H](O)C[C@@H]2COC3)C1)(=O)=O. Given the product [S:1]1[CH:5]=[CH:4][CH:3]=[C:2]1[S:6]([N:9]1[CH2:14][CH2:13][N:12]([C:15]2[CH:20]=[CH:19][C:18]([C@@:21]([OH:27])([CH3:26])[C:22]([F:25])([F:24])[F:23])=[CH:17][CH:16]=2)[C@@H:11]([CH2:28][N:29]2[C@@H:34]3[C@H:35]([OH:37])[CH2:36][C@H:30]2[CH2:31][O:32][CH2:33]3)[CH2:10]1)(=[O:7])=[O:8], predict the reactants needed to synthesize it. (7) Given the product [NH2:18][CH2:17][C:14]1[CH:15]=[C:16]2[C:11]([CH2:10][CH2:9][CH:8]([NH:19][C:20](=[O:26])[O:21][C:22]([CH3:24])([CH3:23])[CH3:25])[CH:7]2[CH2:6][C:5]2[CH:4]=[CH:3][CH:2]=[CH:28][CH:27]=2)=[CH:12][CH:13]=1, predict the reactants needed to synthesize it. The reactants are: Cl[C:2]1[CH:28]=[CH:27][C:5]([CH2:6][CH:7]2[C:16]3[C:11](=[CH:12][CH:13]=[C:14]([C:17]#[N:18])[CH:15]=3)[CH2:10][CH2:9][CH:8]2[NH:19][C:20](=[O:26])[O:21][C:22]([CH3:25])([CH3:24])[CH3:23])=[CH:4][CH:3]=1. (8) Given the product [CH3:1][O:2][C:3]1[CH:4]=[CH:5][C:6]([CH2:7][N:8]2[CH:12]=[C:11]([C:13]3[CH:14]=[C:15]4[N:20]([C:24]5[CH:25]=[C:26]([NH:31][C:32](=[O:43])[C:33]6[CH:38]=[CH:37][CH:36]=[C:35]([C:39]([F:41])([F:40])[F:42])[CH:34]=6)[CH:27]=[CH:28][C:29]=5[CH3:30])[CH:19]=[CH:18][N:16]4[N:17]=3)[CH:10]=[N:9]2)=[CH:21][CH:22]=1, predict the reactants needed to synthesize it. The reactants are: [CH3:1][O:2][C:3]1[CH:22]=[CH:21][C:6]([CH2:7][N:8]2[CH:12]=[C:11]([C:13]3[CH:14]=[C:15]4[NH:20][CH:19]=[CH:18][N:16]4[N:17]=3)[CH:10]=[N:9]2)=[CH:5][CH:4]=1.Br[C:24]1[CH:25]=[C:26]([NH:31][C:32](=[O:43])[C:33]2[CH:38]=[CH:37][CH:36]=[C:35]([C:39]([F:42])([F:41])[F:40])[CH:34]=2)[CH:27]=[CH:28][C:29]=1[CH3:30].C(=O)([O-])[O-].C([N+](CC)(CC)CC)C.C([N+](CC)(CC)CC)C.OC1C=CC=C2C=1N=CC=C2. (9) Given the product [C:33]([N:29]1[CH2:30][CH2:31][CH2:32][C@H:28]1[C:8]1[N:4]2[CH:5]=[CH:6][N:7]=[C:2]([NH2:1])[C:3]2=[C:10]([C:11]2[CH:25]=[CH:24][C:14]([C:15]([NH:17][C:18]3[CH:23]=[CH:22][CH:21]=[CH:20][N:19]=3)=[O:16])=[C:13]([O:26][CH3:27])[CH:12]=2)[N:9]=1)(=[O:36])[CH:34]=[CH2:35], predict the reactants needed to synthesize it. The reactants are: [NH2:1][C:2]1[C:3]2[N:4]([C:8]([C@@H:28]3[CH2:32][CH2:31][CH2:30][NH:29]3)=[N:9][C:10]=2[C:11]2[CH:25]=[CH:24][C:14]([C:15]([NH:17][C:18]3[CH:23]=[CH:22][CH:21]=[CH:20][N:19]=3)=[O:16])=[C:13]([O:26][CH3:27])[CH:12]=2)[CH:5]=[CH:6][N:7]=1.[C:33](Cl)(=[O:36])[CH:34]=[CH2:35]. (10) The reactants are: [C:1]([Si:5]([C:30]1[CH:35]=[CH:34][CH:33]=[CH:32][CH:31]=1)([C:24]1[CH:29]=[CH:28][CH:27]=[CH:26][CH:25]=1)[O:6][CH2:7][CH2:8][C@@H:9]([C:18](=[O:23])N(OC)C)[CH2:10][C:11]([O:13][C:14]([CH3:17])([CH3:16])[CH3:15])=[O:12])([CH3:4])([CH3:3])[CH3:2].C1COCC1.[H-].C([Al+]CC(C)C)C(C)C.S(=O)(=O)(O)O. Given the product [C:1]([Si:5]([C:30]1[CH:35]=[CH:34][CH:33]=[CH:32][CH:31]=1)([C:24]1[CH:25]=[CH:26][CH:27]=[CH:28][CH:29]=1)[O:6][CH2:7][CH2:8][C@@H:9]([CH:18]=[O:23])[CH2:10][C:11]([O:13][C:14]([CH3:15])([CH3:17])[CH3:16])=[O:12])([CH3:2])([CH3:3])[CH3:4], predict the reactants needed to synthesize it.